Task: Predict which catalyst facilitates the given reaction.. Dataset: Catalyst prediction with 721,799 reactions and 888 catalyst types from USPTO (1) Reactant: [N+:1]([C:4]1[C:5]([NH2:11])=[C:6]([NH2:10])[CH:7]=[CH:8][CH:9]=1)([O-:3])=[O:2].[OH-].[K+].[CH3:14][C:15]([CH:17]=O)=O.O. Product: [CH3:17][C:15]1[CH:14]=[N:11][C:5]2[C:6](=[CH:7][CH:8]=[CH:9][C:4]=2[N+:1]([O-:3])=[O:2])[N:10]=1. The catalyst class is: 8. (2) Reactant: Cl[C:2]1[O:3][C:4]2[C:5](=[C:7]([C:11]([O:13][CH3:14])=[O:12])[CH:8]=[CH:9][CH:10]=2)[N:6]=1.[CH3:15][C@@H:16]1[NH:21][CH2:20][CH2:19][NH:18][C:17]1=[O:22].C([O-])([O-])=O.[K+].[K+]. Product: [CH3:15][C@H:16]1[C:17](=[O:22])[NH:18][CH2:19][CH2:20][N:21]1[C:2]1[O:3][C:4]2[C:5](=[C:7]([C:11]([O:13][CH3:14])=[O:12])[CH:8]=[CH:9][CH:10]=2)[N:6]=1. The catalyst class is: 18. (3) Reactant: [F:1][C:2]1[CH:19]=[CH:18][C:5]([CH2:6][CH:7]2[CH2:12][CH2:11][N:10]([C:13](=[O:17])[C:14]([OH:16])=O)[CH2:9][CH2:8]2)=[CH:4][CH:3]=1.C(N(CC)CC)C.[NH2:27][C:28]1[CH:37]=[CH:36][C:31]2[NH:32][C:33](=[O:35])[NH:34][C:30]=2[CH:29]=1.CN(C(ON1N=NC2C=CC=CC1=2)=[N+](C)C)C.F[P-](F)(F)(F)(F)F. Product: [F:1][C:2]1[CH:3]=[CH:4][C:5]([CH2:6][CH:7]2[CH2:8][CH2:9][N:10]([C:13](=[O:17])[C:14]([NH:27][C:28]3[CH:37]=[CH:36][C:31]4[NH:32][C:33](=[O:35])[NH:34][C:30]=4[CH:29]=3)=[O:16])[CH2:11][CH2:12]2)=[CH:18][CH:19]=1. The catalyst class is: 9. (4) Reactant: [CH2:1]([O:8][CH2:9][CH2:10][CH2:11][C@H:12]([C:21]1[C:25]([CH:26]2[CH2:28][CH2:27]2)=[C:24]([C:29]2[CH:33]=[C:32]([CH2:34][C:35]([CH3:38])([CH3:37])[CH3:36])[O:31][N:30]=2)[O:23][N:22]=1)[CH2:13][C:14]([O:16]C(C)(C)C)=[O:15])[C:2]1[CH:7]=[CH:6][CH:5]=[CH:4][CH:3]=1.FC(F)(F)C(O)=O. Product: [CH2:1]([O:8][CH2:9][CH2:10][CH2:11][C@H:12]([C:21]1[C:25]([CH:26]2[CH2:27][CH2:28]2)=[C:24]([C:29]2[CH:33]=[C:32]([CH2:34][C:35]([CH3:38])([CH3:37])[CH3:36])[O:31][N:30]=2)[O:23][N:22]=1)[CH2:13][C:14]([OH:16])=[O:15])[C:2]1[CH:7]=[CH:6][CH:5]=[CH:4][CH:3]=1. The catalyst class is: 11. (5) Reactant: [F:1][C:2]1([F:12])[C:4]2([CH2:7][C:6]([CH3:11])(C(O)=O)[CH2:5]2)[CH2:3]1.C1C=CC(P([N:27]=[N+]=[N-])(C2C=CC=CC=2)=O)=CC=1.[Cl:30][C:31]1[CH:32]=[C:33]([C:38]2[C:46]([C:47]([NH2:49])=[O:48])=[C:41]3[CH2:42][NH:43][CH2:44][CH2:45][N:40]3[N:39]=2)[CH:34]=[CH:35][C:36]=1[F:37].C1[CH2:54][O:53]CC1. Product: [Cl:30][C:31]1[CH:32]=[C:33]([C:38]2[C:46]([C:47]([NH2:49])=[O:48])=[C:41]3[CH2:42][N:43]([C:54]([NH:27][C:6]4([CH3:11])[CH2:5][C:4]5([C:2]([F:1])([F:12])[CH2:3]5)[CH2:7]4)=[O:53])[CH2:44][CH2:45][N:40]3[N:39]=2)[CH:34]=[CH:35][C:36]=1[F:37]. The catalyst class is: 11. (6) Reactant: [NH:1]1[O:6][CH2:5][S:4][CH2:3][CH:2]1[C:7]([OH:9])=[O:8].[N+](=[CH2:12])=[N-]. Product: [CH3:12][O:8][C:7]([CH:2]1[CH2:3][S:4][CH2:5][O:6][NH:1]1)=[O:9]. The catalyst class is: 28. (7) The catalyst class is: 2. Reactant: [C:1](/[CH:3]=[CH:4]/[S:5]([C:8]1[CH:13]=[CH:12][C:11]([C:14]([CH3:19])([CH3:18])[C:15]([OH:17])=O)=[CH:10][CH:9]=1)(=[O:7])=[O:6])#[N:2].[CH3:20][O:21][C:22]1[CH:27]=[CH:26][C:25]([NH2:28])=[CH:24][CH:23]=1.Cl.CN(C)CCCN=C=NCC.ON1C2C=CC=CC=2N=N1. Product: [C:1](/[CH:3]=[CH:4]/[S:5]([C:8]1[CH:9]=[CH:10][C:11]([C:14]([CH3:19])([CH3:18])[C:15]([NH:28][C:25]2[CH:26]=[CH:27][C:22]([O:21][CH3:20])=[CH:23][CH:24]=2)=[O:17])=[CH:12][CH:13]=1)(=[O:6])=[O:7])#[N:2]. (8) Reactant: [F:1][CH:2]([F:48])[C:3]1[N:7]([C:8]2[N:13]=[C:12]([N:14]3[CH2:19][CH2:18][N:17]([S:20]([CH2:23][CH2:24][N:25]([CH3:27])[CH3:26])(=[O:22])=[O:21])[CH2:16][CH2:15]3)[N:11]=[C:10]([N:28]3[CH2:33][CH2:32][O:31][CH2:30][CH2:29]3)[N:9]=2)[C:6]2[CH:34]=[C:35]([NH:40]C(=O)OC(C)(C)C)[CH:36]=[C:37]([O:38][CH3:39])[C:5]=2[N:4]=1.N. Product: [NH2:40][C:35]1[CH:36]=[C:37]([O:38][CH3:39])[C:5]2[N:4]=[C:3]([CH:2]([F:48])[F:1])[N:7]([C:8]3[N:9]=[C:10]([N:28]4[CH2:33][CH2:32][O:31][CH2:30][CH2:29]4)[N:11]=[C:12]([N:14]4[CH2:19][CH2:18][N:17]([S:20]([CH2:23][CH2:24][N:25]([CH3:27])[CH3:26])(=[O:22])=[O:21])[CH2:16][CH2:15]4)[N:13]=3)[C:6]=2[CH:34]=1. The catalyst class is: 157. (9) Reactant: C[Si]([N-][Si](C)(C)C)(C)C.[Li+].[F:11][C@H:12]1[C@H:16]([O:17][Si:18]([CH:25]([CH3:27])[CH3:26])([CH:22]([CH3:24])[CH3:23])[CH:19]([CH3:21])[CH3:20])[C@@H:15]([CH2:28][O:29][Si:30]([CH:37]([CH3:39])[CH3:38])([CH:34]([CH3:36])[CH3:35])[CH:31]([CH3:33])[CH3:32])[O:14][C:13]1=[O:40].[Cl:41]N1C(=O)CCC1=O.[Cl-].[NH4+]. Product: [Cl:41][C@@:12]1([F:11])[C@H:16]([O:17][Si:18]([CH:25]([CH3:26])[CH3:27])([CH:19]([CH3:20])[CH3:21])[CH:22]([CH3:23])[CH3:24])[C@@H:15]([CH2:28][O:29][Si:30]([CH:31]([CH3:33])[CH3:32])([CH:34]([CH3:36])[CH3:35])[CH:37]([CH3:39])[CH3:38])[O:14][C:13]1=[O:40]. The catalyst class is: 1. (10) Reactant: Cl[C:2]1[N:7]=[C:6]([S:8][CH3:9])[N:5]=[C:4]([NH:10][C@@H:11]2[CH2:16][CH2:15][C@H:14]([NH:17][C:18](=[O:27])[C:19]3[CH:24]=[CH:23][C:22]([F:25])=[C:21]([F:26])[CH:20]=3)[CH2:13][CH2:12]2)[CH:3]=1.C[CH2:29][N:30](C(C)C)[CH:31](C)C.CNC.[C:40]([OH:46])([C:42]([F:45])([F:44])[F:43])=[O:41]. Product: [F:43][C:42]([F:45])([F:44])[C:40]([OH:46])=[O:41].[CH3:29][N:30]([CH3:31])[C:2]1[N:7]=[C:6]([S:8][CH3:9])[N:5]=[C:4]([NH:10][C@@H:11]2[CH2:16][CH2:15][C@H:14]([NH:17][C:18](=[O:27])[C:19]3[CH:24]=[CH:23][C:22]([F:25])=[C:21]([F:26])[CH:20]=3)[CH2:13][CH2:12]2)[CH:3]=1. The catalyst class is: 41.